Dataset: Reaction yield outcomes from USPTO patents with 853,638 reactions. Task: Predict the reaction yield, written as a fraction of the theoretical maximum amount of product (1.0 means a 100% yield; for example, 0.34 means a 34% yield). (1) The reactants are [N:1]1[N:2]=[C:3]([C:10]2[CH:19]=[CH:18][C:17]3[C:12](=[C:13]([OH:20])[CH:14]=[CH:15][CH:16]=3)[N:11]=2)[N:4]2[CH:9]=[CH:8][CH:7]=[CH:6][C:5]=12.C(=O)([O-])[O-].[Cs+].[Cs+].[CH2:27](I)[C:28]([CH3:31])([CH3:30])[CH3:29].O. The catalyst is CC(N(C)C)=O. The product is [N:1]1[N:2]=[C:3]([C:10]2[CH:19]=[CH:18][C:17]3[C:12](=[C:13]([O:20][CH2:27][C:28]([CH3:31])([CH3:30])[CH3:29])[CH:14]=[CH:15][CH:16]=3)[N:11]=2)[N:4]2[CH:9]=[CH:8][CH:7]=[CH:6][C:5]=12. The yield is 0.490. (2) The reactants are [NH:1]1[CH:5]=[N:4][C:3]([NH2:6])=[N:2]1.[O:7]1[C:11]2([CH2:16][CH2:15][C:14](=O)[CH2:13][CH2:12]2)[CH2:10][CH2:9][CH2:8]1.C([BH3-])#N.[Na+].O. The catalyst is C(O)(=O)C. The product is [O:7]1[C:11]2([CH2:16][CH2:15][CH:14]([NH:6][C:3]3[NH:4][CH:5]=[N:1][N:2]=3)[CH2:13][CH2:12]2)[CH2:10][CH2:9][CH2:8]1. The yield is 0.340. (3) The reactants are [Br:1][C:2]1[CH:7]=[CH:6][C:5]([O:8][CH3:9])=[CH:4][C:3]=1[N+:10]([O-])=O. The catalyst is C(O)C.[Ni]. The product is [Br:1][C:2]1[CH:7]=[CH:6][C:5]([O:8][CH3:9])=[CH:4][C:3]=1[NH2:10]. The yield is 0.860. (4) The reactants are [CH2:1]([N:3]1[CH:8]2[CH2:9][CH2:10][CH:4]1[CH2:5][CH:6]([C:11]1[N:16]3[N:17]=[C:18]([C:21]4[CH:26]=[CH:25][N:24]=[CH:23][CH:22]=4)[C:19](I)=[C:15]3[N:14]=[CH:13][CH:12]=1)[CH2:7]2)[CH3:2].CC1(C)C(C)(C)OB([C:35]2[CH:41]=[CH:40][C:38]([NH2:39])=[CH:37][CH:36]=2)O1. No catalyst specified. The product is [CH2:1]([N:3]1[CH:8]2[CH2:9][CH2:10][CH:4]1[CH2:5][CH:6]([C:11]1[N:16]3[N:17]=[C:18]([C:21]4[CH:26]=[CH:25][N:24]=[CH:23][CH:22]=4)[C:19]([C:35]4[CH:41]=[CH:40][C:38]([NH2:39])=[CH:37][CH:36]=4)=[C:15]3[N:14]=[CH:13][CH:12]=1)[CH2:7]2)[CH3:2]. The yield is 0.600. (5) The reactants are [Br:1][C:2]1[CH:7]=[CH:6][C:5]([NH:8][C:9]2[C:10]([C:18](O)=O)=[CH:11][N:12]([CH3:17])[C:13](=[O:16])[C:14]=2[F:15])=[C:4]([F:21])[CH:3]=1.CCN=C=NCCCN(C)C.C1C=CC2N(O)N=NC=2C=1.[NH2:43][NH:44][C:45]([NH2:47])=[S:46].CCN(CC)CC.C1C=CC(P(C2C=CC=CC=2)C2C=CC=CC=2)=CC=1.C(Cl)(Cl)(Cl)Cl. The catalyst is CN(C=O)C.[NH4+].[Cl-].C(OCC)(=O)C.CC#N.C(Cl)Cl. The product is [NH2:47][C:45]1[S:46][C:18]([C:10]2[C:9]([NH:8][C:5]3[CH:6]=[CH:7][C:2]([Br:1])=[CH:3][C:4]=3[F:21])=[C:14]([F:15])[C:13](=[O:16])[N:12]([CH3:17])[CH:11]=2)=[N:43][N:44]=1. The yield is 0.330. (6) The reactants are Cl[C:2]1[C:11]2[C:6](=[CH:7][CH:8]=[C:9]([S:12][C:13]3[N:17]4[CH:18]=[C:19]([C:22]5[CH:23]=[N:24][N:25]([CH3:27])[CH:26]=5)[CH:20]=[CH:21][C:16]4=[N:15][N:14]=3)[CH:10]=2)[N:5]=[CH:4][C:3]=1[C:28]1[CH:29]=[N:30][N:31]([CH3:33])[CH:32]=1.[CH3:34][O-:35].[Na+]. The catalyst is CO. The product is [CH3:34][O:35][C:2]1[C:11]2[C:6](=[CH:7][CH:8]=[C:9]([S:12][C:13]3[N:17]4[CH:18]=[C:19]([C:22]5[CH:23]=[N:24][N:25]([CH3:27])[CH:26]=5)[CH:20]=[CH:21][C:16]4=[N:15][N:14]=3)[CH:10]=2)[N:5]=[CH:4][C:3]=1[C:28]1[CH:29]=[N:30][N:31]([CH3:33])[CH:32]=1. The yield is 0.640. (7) The reactants are [F:1][CH:2]1[CH2:7][C:6]([N+:14]([O-])=O)([C:8]2[CH:13]=[CH:12][CH:11]=[CH:10][CH:9]=2)[CH2:5][N:4]([CH3:17])[C:3]1=[O:18]. The catalyst is C1COCC1.[Ni]. The product is [NH2:14][C:6]1([C:8]2[CH:13]=[CH:12][CH:11]=[CH:10][CH:9]=2)[CH2:5][N:4]([CH3:17])[C:3](=[O:18])[CH:2]([F:1])[CH2:7]1. The yield is 0.990. (8) The yield is 1.00. The catalyst is O1CCCC1. The product is [C:12]([N:1]1[CH2:2][CH2:3][CH2:4][CH2:10][CH2:11]1)([O:14][C:15]([CH3:18])([CH3:17])[CH3:16])=[O:13]. The reactants are [NH:1]1[CH2:11][CH2:10][CH:4](C(OCC)=O)[CH2:3][CH2:2]1.[C:12](O[C:12]([O:14][C:15]([CH3:18])([CH3:17])[CH3:16])=[O:13])([O:14][C:15]([CH3:18])([CH3:17])[CH3:16])=[O:13]. (9) The reactants are [C:1](=[O:4])([O-])[O-:2].[K+].[K+].O[C:8]1[C:16](C)=[CH:15][CH:14]=[CH:13][C:9]=1[C:10](O)=O.[CH3:18]I.CN(C)[CH:22]=[O:23]. No catalyst specified. The product is [CH3:18][O:2][C:1](=[O:4])[C:16]1[CH:15]=[CH:14][CH:13]=[C:9]([CH3:10])[C:8]=1[O:23][CH3:22]. The yield is 0.593.